Dataset: Reaction yield outcomes from USPTO patents with 853,638 reactions. Task: Predict the reaction yield, written as a fraction of the theoretical maximum amount of product (1.0 means a 100% yield; for example, 0.34 means a 34% yield). (1) The reactants are Cl[C:2]1[N:7]=[N:6][C:5]([C:8]2[CH:17]=[C:16]3[C:11]([CH:12]([C:25]4[CH:30]=[CH:29][C:28]([Cl:31])=[C:27]([Cl:32])[CH:26]=4)[CH2:13][N:14](C(OC(C)(C)C)=O)[CH2:15]3)=[CH:10][CH:9]=2)=[CH:4][CH:3]=1.O.NN. The catalyst is C(O)C.[Pd]. The product is [Cl:32][C:27]1[CH:26]=[C:25]([CH:12]2[C:11]3[C:16](=[CH:17][C:8]([C:5]4[N:6]=[N:7][CH:2]=[CH:3][CH:4]=4)=[CH:9][CH:10]=3)[CH2:15][NH:14][CH2:13]2)[CH:30]=[CH:29][C:28]=1[Cl:31]. The yield is 0.770. (2) The reactants are C[C@H]1P(CCP2[C@H](C)CC[C@H]2C)[C@H](C)CC1.[CH3:17][O:18][C:19](=[O:31])[CH2:20][C:21]1[C:25]2[CH:26]=[CH:27][C:28]([OH:30])=[CH:29][C:24]=2[O:23][CH:22]=1.[H][H]. The catalyst is CO. The product is [CH3:17][O:18][C:19](=[O:31])[CH2:20][CH:21]1[C:25]2[CH:26]=[CH:27][C:28]([OH:30])=[CH:29][C:24]=2[O:23][CH2:22]1. The yield is 0.415. (3) The reactants are [CH3:1][C:2]([NH:10][C:11](=[O:20])[O:12][CH2:13][C:14]1[CH:19]=[CH:18][CH:17]=[CH:16][CH:15]=1)([CH3:9])[C:3](=[O:8])[NH:4][CH2:5][CH:6]=O.C1C=CC(P(C2C=CC=CC=2)C2C=CC=CC=2)=CC=1.II.CCN(CC)CC. The catalyst is C(Cl)Cl.O. The product is [O:8]1[CH:6]=[CH:5][N:4]=[C:3]1[C:2]([NH:10][C:11](=[O:20])[O:12][CH2:13][C:14]1[CH:19]=[CH:18][CH:17]=[CH:16][CH:15]=1)([CH3:9])[CH3:1]. The yield is 0.300. (4) The product is [Cl:17][C:18]1[CH:24]=[CH:23][C:22]([Cl:25])=[CH:21][C:19]=1[NH:20][C:2]1[CH:11]=[CH:10][N:9]=[C:8]2[C:3]=1[C:4]1[CH:16]=[CH:15][CH:14]=[CH:13][C:5]=1[C:6](=[O:12])[NH:7]2. No catalyst specified. The reactants are Cl[C:2]1[CH:11]=[CH:10][N:9]=[C:8]2[C:3]=1[C:4]1[CH:16]=[CH:15][CH:14]=[CH:13][C:5]=1[C:6](=[O:12])[NH:7]2.[Cl:17][C:18]1[CH:24]=[CH:23][C:22]([Cl:25])=[CH:21][C:19]=1[NH2:20]. The yield is 0.320.